This data is from Catalyst prediction with 721,799 reactions and 888 catalyst types from USPTO. The task is: Predict which catalyst facilitates the given reaction. Reactant: [OH:1][C:2]1[CH:3]=[CH:4][C:5]2[S:10][C:9]([C:11]3[CH:16]=[CH:15][CH:14]=[CH:13][N:12]=3)=[N:8][C:7](=[O:17])[C:6]=2[CH:18]=1.Br[CH2:20][CH2:21][CH2:22][C:23]1[CH:28]=[CH:27][CH:26]=[CH:25][CH:24]=1.C(=O)([O-])[O-].[K+].[K+].CN(C=O)C. Product: [C:23]1([CH2:22][CH2:21][CH2:20][O:1][C:2]2[CH:3]=[CH:4][C:5]3[S:10][C:9]([C:11]4[CH:16]=[CH:15][CH:14]=[CH:13][N:12]=4)=[N:8][C:7](=[O:17])[C:6]=3[CH:18]=2)[CH:28]=[CH:27][CH:26]=[CH:25][CH:24]=1. The catalyst class is: 6.